From a dataset of Reaction yield outcomes from USPTO patents with 853,638 reactions. Predict the reaction yield, written as a fraction of the theoretical maximum amount of product (1.0 means a 100% yield; for example, 0.34 means a 34% yield). (1) The reactants are [F:1][C:2]1[CH:15]=[CH:14][C:5]([O:6][C:7]2[S:11][C:10]([CH2:12][NH2:13])=[CH:9][CH:8]=2)=[CH:4][CH:3]=1.[NH2:16][C:17]1[CH:25]=[CH:24][C:20]([C:21](O)=[O:22])=[CH:19][N:18]=1.F[P-](F)(F)(F)(F)F.N1([P+](N(C)C)(N(C)C)N(C)C)C2C=CC=CC=2N=N1.C(N(CC)CC)C. The catalyst is CN(C)C=O.C(OCC)(=O)C.O. The product is [NH2:16][C:17]1[CH:25]=[CH:24][C:20]([C:21]([NH:13][CH2:12][C:10]2[S:11][C:7]([O:6][C:5]3[CH:14]=[CH:15][C:2]([F:1])=[CH:3][CH:4]=3)=[CH:8][CH:9]=2)=[O:22])=[CH:19][N:18]=1. The yield is 0.728. (2) The reactants are [N:1]1[CH:6]=[CH:5][C:4]([N:7]2[CH2:12][CH2:11][CH:10]([CH2:13][NH:14][C:15]3[CH:20]=[CH:19][N:18]=[CH:17][C:16]=3[NH2:21])[CH2:9][CH2:8]2)=[CH:3][CH:2]=1.[CH3:22][O:23][C:24]1[CH:32]=[CH:31][C:27]([C:28](Cl)=[O:29])=[CH:26][CH:25]=1. The product is [CH3:22][O:23][C:24]1[CH:32]=[CH:31][C:27]([C:28]([NH:21][C:16]2[CH:17]=[N:18][CH:19]=[CH:20][C:15]=2[NH:14][CH2:13][CH:10]2[CH2:9][CH2:8][N:7]([C:4]3[CH:5]=[CH:6][N:1]=[CH:2][CH:3]=3)[CH2:12][CH2:11]2)=[O:29])=[CH:26][CH:25]=1. The yield is 0.0600. No catalyst specified. (3) The reactants are [C:1]1([CH:7]([NH:9][C:10]([CH2:12][CH:13]2[CH2:18][CH2:17][N:16]([CH2:19][C:20]3[CH:25]=[CH:24][C:23]([F:26])=[CH:22][CH:21]=3)[CH2:15][CH2:14]2)=O)[CH3:8])[CH:6]=[CH:5][CH:4]=[CH:3][CH:2]=1.B.C1COCC1. No catalyst specified. The product is [C:1]1([CH:7]([NH:9][CH2:10][CH2:12][CH:13]2[CH2:18][CH2:17][N:16]([CH2:19][C:20]3[CH:25]=[CH:24][C:23]([F:26])=[CH:22][CH:21]=3)[CH2:15][CH2:14]2)[CH3:8])[CH:2]=[CH:3][CH:4]=[CH:5][CH:6]=1. The yield is 0.950. (4) The reactants are [CH3:1][O:2][C:3]1[CH:4]=[C:5]2[C:10](=[CH:11][C:12]=1[O:13][CH3:14])[N:9]=[CH:8][CH:7]=[C:6]2[O:15][C:16]1[C:22]([CH3:23])=[CH:21][C:19]([NH2:20])=[C:18]([CH3:24])[CH:17]=1.ClC(Cl)(O[C:29](=[O:35])[O:30][C:31](Cl)(Cl)Cl)Cl.[CH3:37][O:38][C:39]1[CH:40]=C(O)[CH:42]=[CH:43][CH:44]=1.C(=O)(O)[O-].[Na+]. The catalyst is C(Cl)Cl.C(N(CC)CC)C.C1(C)C=CC=CC=1. The product is [CH3:1][O:2][C:3]1[CH:4]=[C:5]2[C:10](=[CH:11][C:12]=1[O:13][CH3:14])[N:9]=[CH:8][CH:7]=[C:6]2[O:15][C:16]1[C:22]([CH3:23])=[CH:21][C:19]([NH:20][C:29](=[O:35])[O:30][C:31]2[CH:42]=[CH:43][CH:44]=[C:39]([O:38][CH3:37])[CH:40]=2)=[C:18]([CH3:24])[CH:17]=1. The yield is 0.390. (5) The product is [F:13][C:14]([F:27])([F:28])[C:15]1[CH:16]=[C:17]([CH:20]=[C:21]([C:23]([F:26])([F:24])[F:25])[CH:22]=1)[CH:18]=[N:10][NH:9][C:7](=[O:8])[C:6]1[C:5](=[CH:4][CH:3]=[C:2]([Cl:1])[CH:11]=1)[OH:12]. The catalyst is S(=O)(=O)(O)O.O. The yield is 0.768. The reactants are [Cl:1][C:2]1[CH:11]=[C:6]([C:7]([NH:9][NH2:10])=[O:8])[C:5]([OH:12])=[CH:4][CH:3]=1.[F:13][C:14]([F:28])([F:27])[C:15]1[CH:16]=[C:17]([CH:20]=[C:21]([C:23]([F:26])([F:25])[F:24])[CH:22]=1)[CH:18]=O.C(O)C.